Dataset: Full USPTO retrosynthesis dataset with 1.9M reactions from patents (1976-2016). Task: Predict the reactants needed to synthesize the given product. (1) Given the product [C:7]([O:11][C:12]([N:14]1[CH2:19][CH2:18][C:17]2([N:20]=[C:21]([C:22]3[CH:27]=[CH:26][CH:25]=[C:24]([Cl:28])[C:23]=3[F:29])[NH:32][C:31]2=[O:33])[CH2:16][CH2:15]1)=[O:13])([CH3:10])([CH3:9])[CH3:8], predict the reactants needed to synthesize it. The reactants are: CC(C)([O-])C.[K+].[C:7]([O:11][C:12]([N:14]1[CH2:19][CH2:18][C:17]([C:31](=[O:33])[NH2:32])([NH:20][C:21](=O)[C:22]2[CH:27]=[CH:26][CH:25]=[C:24]([Cl:28])[C:23]=2[F:29])[CH2:16][CH2:15]1)=[O:13])([CH3:10])([CH3:9])[CH3:8].Cl. (2) Given the product [CH3:1][O:2][C:3]([C@H:5]1[CH2:7][C@@H:6]1[C:8]([OH:10])=[O:9])=[O:4], predict the reactants needed to synthesize it. The reactants are: [CH3:1][O:2][C:3]([C@@H:5]1[CH2:7][C@H:6]1[C:8]([OH:10])=[O:9])=[O:4].COC1C=CC2N=CC=C([C@@H](O)[C@H]3N4C[C@H](C=C)[C@@H](CC4)C3)C=2C=1.CC1CCCCC1. (3) Given the product [Cl:9][C:10]1[CH:11]=[CH:12][C:13]([C:16]([OH:17])([C:18]2[CH:23]=[CH:22][C:21]([I:24])=[CH:20][CH:19]=2)[CH2:6][C:7]#[N:8])=[CH:14][CH:15]=1, predict the reactants needed to synthesize it. The reactants are: [Li]CCCC.[CH3:6][C:7]#[N:8].[Cl:9][C:10]1[CH:15]=[CH:14][C:13]([C:16]([C:18]2[CH:23]=[CH:22][C:21]([I:24])=[CH:20][CH:19]=2)=[O:17])=[CH:12][CH:11]=1.[NH4+].[Cl-]. (4) Given the product [Br:1][C:2]1[CH:23]=[CH:22][C:5]2[N:6]([CH:10]3[CH2:15][CH2:14][N:13]([CH:16]4[CH2:17][CH2:18][N:19]([CH2:24][C:25]5[CH:32]=[CH:31][CH:30]=[CH:29][C:26]=5[CH3:27])[CH2:20][CH2:21]4)[CH2:12][CH2:11]3)[C:7](=[O:9])[NH:8][C:4]=2[CH:3]=1, predict the reactants needed to synthesize it. The reactants are: [Br:1][C:2]1[CH:23]=[CH:22][C:5]2[N:6]([CH:10]3[CH2:15][CH2:14][N:13]([CH:16]4[CH2:21][CH2:20][NH:19][CH2:18][CH2:17]4)[CH2:12][CH2:11]3)[C:7](=[O:9])[NH:8][C:4]=2[CH:3]=1.[CH3:24][C:25]1[CH:32]=[CH:31][CH:30]=[CH:29][C:26]=1[CH:27]=O. (5) Given the product [CH2:6]([C:8]1[CH:14]=[CH:13][C:11]([NH2:12])=[CH:10][C:9]=1[N+:1]([O-:4])=[O:2])[CH3:7], predict the reactants needed to synthesize it. The reactants are: [N+:1]([O-:4])([O-])=[O:2].[NH4+].[CH2:6]([C:8]1[CH:14]=[CH:13][C:11]([NH2:12])=[CH:10][CH:9]=1)[CH3:7]. (6) Given the product [CH2:32]([NH:35][C:20]1[C:15]2[N:16]([C:12]([C:9]3[CH:10]=[CH:11][C:6]([C:5]([NH:4][CH:1]4[CH2:3][CH2:2]4)=[O:31])=[CH:7][CH:8]=3)=[CH:13][N:14]=2)[CH:17]=[C:18]([C:25]2[CH:30]=[CH:29][CH:28]=[CH:27][CH:26]=2)[N:19]=1)[CH:33]=[CH2:34], predict the reactants needed to synthesize it. The reactants are: [CH:1]1([NH:4][C:5](=[O:31])[C:6]2[CH:11]=[CH:10][C:9]([C:12]3[N:16]4[CH:17]=[C:18]([C:25]5[CH:30]=[CH:29][CH:28]=[CH:27][CH:26]=5)[N:19]=[C:20](S(C)(=O)=O)[C:15]4=[N:14][CH:13]=3)=[CH:8][CH:7]=2)[CH2:3][CH2:2]1.[CH2:32]([NH2:35])[CH:33]=[CH2:34].